This data is from Reaction yield outcomes from USPTO patents with 853,638 reactions. The task is: Predict the reaction yield, written as a fraction of the theoretical maximum amount of product (1.0 means a 100% yield; for example, 0.34 means a 34% yield). (1) The reactants are [Cl:1][C:2]1[C:11]2[C:6](=[CH:7][CH:8]=[CH:9][CH:10]=2)[N:5]=[C:4]([CH2:12][Cl:13])[N:3]=1.[CH3:14][O:15][C:16]1[CH:21]=[CH:20][C:19]([CH2:22][NH2:23])=[CH:18][CH:17]=1.Cl. The catalyst is CC(O)C. The product is [ClH:1].[Cl:13][CH2:12][C:4]1[N:3]=[C:2]([NH:23][CH2:22][C:19]2[CH:20]=[CH:21][C:16]([O:15][CH3:14])=[CH:17][CH:18]=2)[C:11]2[C:6](=[CH:7][CH:8]=[CH:9][CH:10]=2)[N:5]=1. The yield is 0.850. (2) The reactants are [NH2:1][C:2]1[N:7]=[CH:6][C:5]([C:8]2[O:12][N:11]=[C:10]([CH2:13][C:14]3[CH:19]=[CH:18][C:17]([OH:20])=[CH:16][CH:15]=3)[CH:9]=2)=[CH:4][CH:3]=1.O1CCCC1.[OH-].[Na+].Cl[CH2:29][C:30]1[CH:35]=[CH:34][C:33]([F:36])=[CH:32][N:31]=1. The catalyst is CN(C)C=O. The product is [F:36][C:33]1[CH:34]=[CH:35][C:30]([CH2:29][O:20][C:17]2[CH:18]=[CH:19][C:14]([CH2:13][C:10]3[CH:9]=[C:8]([C:5]4[CH:4]=[CH:3][C:2]([NH2:1])=[N:7][CH:6]=4)[O:12][N:11]=3)=[CH:15][CH:16]=2)=[N:31][CH:32]=1. The yield is 0.110. (3) The reactants are C(NC(C)C)(C)C.O1CCCC1.C([N-]C(C)C)(C)C.[Li+].[C:21]([O:25][CH2:26][C:27]1[CH:32]=[CH:31][CH:30]=[CH:29][CH:28]=1)(=[O:24])[CH2:22][CH3:23].[CH3:33][CH:34]([CH3:47])[C:35](=[O:46])[C:36]([O:38][CH2:39][C:40]1[CH:45]=[CH:44][CH:43]=[CH:42][CH:41]=1)=[O:37]. The catalyst is O1CCCC1.C(O)(=O)CC(CC(O)=O)(C(O)=O)O.CCCCCC.C(OCC)(=O)C. The product is [CH:34]([C:35]([OH:46])([CH:22]([CH3:23])[C:21]([O:25][CH2:26][C:27]1[CH:32]=[CH:31][CH:30]=[CH:29][CH:28]=1)=[O:24])[C:36]([O:38][CH2:39][C:40]1[CH:45]=[CH:44][CH:43]=[CH:42][CH:41]=1)=[O:37])([CH3:47])[CH3:33]. The yield is 0.660. (4) The reactants are [CH3:1][C:2]1[CH:7]=[CH:6][C:5]([S:8]([N:11]2[CH2:17][CH2:16][C:15]3[CH:18]=[CH:19][C:20]([N+:22]([O-])=O)=[CH:21][C:14]=3[CH2:13][CH2:12]2)(=[O:10])=[O:9])=[CH:4][CH:3]=1. The catalyst is O1CCCC1.[Pd]. The product is [CH3:1][C:2]1[CH:3]=[CH:4][C:5]([S:8]([N:11]2[CH2:17][CH2:16][C:15]3[CH:18]=[CH:19][C:20]([NH2:22])=[CH:21][C:14]=3[CH2:13][CH2:12]2)(=[O:10])=[O:9])=[CH:6][CH:7]=1. The yield is 0.880. (5) The reactants are [NH2:1][C:2]1[CH:7]=[CH:6][C:5]([OH:8])=[CH:4][CH:3]=1.CC(C)([O-])C.[K+].Cl[C:16]1[CH:21]=[CH:20][N:19]=[C:18]([C:22](=[O:32])[NH:23][CH2:24][CH2:25][N:26]2[CH2:31][CH2:30][O:29][CH2:28][CH2:27]2)[CH:17]=1.C([O-])([O-])=O.[K+].[K+]. The catalyst is CN(C=O)C. The product is [N:26]1([CH2:25][CH2:24][NH:23][C:22]([C:18]2([O:8][C:5]3[CH:6]=[CH:7][C:2]([NH2:1])=[CH:3][CH:4]=3)[CH:17]=[CH:16][CH:21]=[CH:20][NH:19]2)=[O:32])[CH2:31][CH2:30][O:29][CH2:28][CH2:27]1. The yield is 0.650. (6) The reactants are C[Si](C)(C)[N-][Si](C)(C)C.[Li+].[C:11]([O:15][C:16]([C@@:18]1([CH2:33][CH2:34]Br)[CH:22]([F:23])[C:21](=[O:24])[N:20]([C@@H:25]([C:27]2[CH:32]=[CH:31][CH:30]=[CH:29][CH:28]=2)[CH3:26])[CH2:19]1)=[O:17])([CH3:14])([CH3:13])[CH3:12]. The catalyst is O1CCCC1. The product is [C:11]([O:15][C:16]([C@@:18]12[CH2:33][CH2:34][C@:22]1([F:23])[C:21](=[O:24])[N:20]([C@@H:25]([C:27]1[CH:32]=[CH:31][CH:30]=[CH:29][CH:28]=1)[CH3:26])[CH2:19]2)=[O:17])([CH3:14])([CH3:13])[CH3:12]. The yield is 0.860. (7) The reactants are [C:1]([CH:5]1[CH2:13][C:12]2[C:7](=[CH:8][CH:9]=[CH:10][CH:11]=2)[NH:6]1)([CH3:4])([CH3:3])[CH3:2].C(C1NC2C(C=1)=CC=CC=2)(C)(C)C.[N+:27]([O-])([O-:29])=[O:28].[K+].C([O-])([O-])=O.[Na+].[Na+]. The catalyst is OS(O)(=O)=O. The product is [C:1]([CH:5]1[CH2:13][C:12]2[C:7](=[CH:8][C:9]([N+:27]([O-:29])=[O:28])=[CH:10][CH:11]=2)[NH:6]1)([CH3:4])([CH3:2])[CH3:3]. The yield is 0.320.